This data is from Catalyst prediction with 721,799 reactions and 888 catalyst types from USPTO. The task is: Predict which catalyst facilitates the given reaction. (1) Reactant: [Br:1][C:2]1[N:3]([CH2:21][CH2:22][OH:23])[C:4]2[C:9]([C:10]=1[CH:11]1[CH2:16][CH2:15][CH2:14][CH2:13][CH2:12]1)=[CH:8][CH:7]=[C:6]([C:17]([O:19][CH3:20])=[O:18])[CH:5]=2.C(N(CC)CC)C.[CH3:31][S:32](Cl)(=[O:34])=[O:33].O. Product: [Br:1][C:2]1[N:3]([CH2:21][CH2:22][O:23][S:32]([CH3:31])(=[O:34])=[O:33])[C:4]2[C:9]([C:10]=1[CH:11]1[CH2:16][CH2:15][CH2:14][CH2:13][CH2:12]1)=[CH:8][CH:7]=[C:6]([C:17]([O:19][CH3:20])=[O:18])[CH:5]=2. The catalyst class is: 22. (2) Product: [CH3:23][O:21][C:20]([C:4]1[CH:3]=[C:2]([Cl:1])[C:14]2[C:13]3[C:8](=[CH:9][CH:10]=[CH:11][CH:12]=3)[C:7]([OH:19])([C:15]([F:17])([F:18])[F:16])[C:6]=2[CH:5]=1)=[O:22]. Reactant: [Cl:1][C:2]1[C:14]2[C:13]3[C:8](=[CH:9][CH:10]=[CH:11][CH:12]=3)[C:7]([OH:19])([C:15]([F:18])([F:17])[F:16])[C:6]=2[CH:5]=[C:4]([C:20]([OH:22])=[O:21])[CH:3]=1.[C:23]1([C@@H](N)C)C=CC=CC=1. The catalyst class is: 13. (3) Reactant: [CH:1]1([CH2:4][O:5][C:6]2[CH:7]=[C:8]([CH:20]=[CH:21][CH:22]=2)[O:9][C:10]2[CH:15]=[CH:14][C:13]([N+:16]([O-])=O)=[CH:12][C:11]=2[CH3:19])[CH2:3][CH2:2]1.[Cl-].[Ca+2].[Cl-].C(O)C. Product: [CH:1]1([CH2:4][O:5][C:6]2[CH:7]=[C:8]([CH:20]=[CH:21][CH:22]=2)[O:9][C:10]2[CH:15]=[CH:14][C:13]([NH2:16])=[CH:12][C:11]=2[CH3:19])[CH2:3][CH2:2]1. The catalyst class is: 6. (4) Reactant: [O:1]=[C:2]1[C:7]2[C:8]([C:18]3[CH:19]=[C:20]([C:23]([NH2:25])=[O:24])[S:21][CH:22]=3)=[N:9][N:10]([CH:11]3[CH2:16][CH2:15][C:14](=[O:17])[CH2:13][CH2:12]3)[C:6]=2[CH:5]=[CH:4][NH:3]1.[BH4-].[Na+].[Cl-].[NH4+]. Product: [OH:17][CH:14]1[CH2:15][CH2:16][CH:11]([N:10]2[C:6]3[CH:5]=[CH:4][NH:3][C:2](=[O:1])[C:7]=3[C:8]([C:18]3[CH:19]=[C:20]([C:23]([NH2:25])=[O:24])[S:21][CH:22]=3)=[N:9]2)[CH2:12][CH2:13]1. The catalyst class is: 5. (5) Reactant: Br[C:2]1[CH:3]=[C:4]2[C:8](=[CH:9][CH:10]=1)[NH:7][C:6](=[O:11])[C:5]2([O:13][CH3:14])[CH3:12].[Cl:15][C:16]1[CH:17]=[C:18](B(O)O)[CH:19]=[CH:20][CH:21]=1.C(=O)([O-])[O-].[Na+].[Na+]. Product: [Cl:15][C:16]1[CH:21]=[C:20]([C:2]2[CH:3]=[C:4]3[C:8](=[CH:9][CH:10]=2)[NH:7][C:6](=[O:11])[C:5]3([O:13][CH3:14])[CH3:12])[CH:19]=[CH:18][CH:17]=1. The catalyst class is: 437. (6) Reactant: C([O:3][C:4](=[O:33])[CH2:5][C:6]1[C:14]2[C:9](=[CH:10][CH:11]=[CH:12][C:13]=2[Cl:15])[NH:8][C:7]=1[C:16]1[CH:21]=[CH:20][C:19]([Cl:22])=[C:18]([S:23](=[O:32])(=[O:31])[NH:24][CH:25]2[CH2:30][CH2:29][CH2:28][CH2:27][CH2:26]2)[CH:17]=1)C.O.[OH-].[Li+].[OH-].[K+]. Product: [Cl:15][C:13]1[CH:12]=[CH:11][CH:10]=[C:9]2[C:14]=1[C:6]([CH2:5][C:4]([OH:33])=[O:3])=[C:7]([C:16]1[CH:21]=[CH:20][C:19]([Cl:22])=[C:18]([S:23](=[O:32])(=[O:31])[NH:24][CH:25]3[CH2:26][CH2:27][CH2:28][CH2:29][CH2:30]3)[CH:17]=1)[NH:8]2. The catalyst class is: 24. (7) Reactant: [C:1]([C:3]1[CH:9]=[CH:8][C:6]([NH2:7])=[CH:5][C:4]=1[F:10])#[N:2].C([O-])([O-])=O.[Na+].[Na+].[NH2:17][OH:18].Cl. Product: [NH2:7][C:6]1[CH:8]=[CH:9][C:3]([C:1](=[NH:2])[NH:17][OH:18])=[C:4]([F:10])[CH:5]=1. The catalyst class is: 88. (8) Reactant: [OH-].[Na+].[OH:3][C:4]1[CH:5]=[C:6]([CH:9]=[CH:10][C:11]=1[OH:12])[CH:7]=[O:8].Cl[C:14]([F:19])([F:18])C([O-])=O.[Na+]. Product: [F:18][CH:14]([F:19])[O:12][C:11]1[CH:10]=[CH:9][C:6]([CH:7]=[O:8])=[CH:5][C:4]=1[OH:3]. The catalyst class is: 35.